This data is from Catalyst prediction with 721,799 reactions and 888 catalyst types from USPTO. The task is: Predict which catalyst facilitates the given reaction. Reactant: [CH2:1]=[O:2].[N+:3]([CH:6]([CH2:8][CH3:9])[CH3:7])([O-:5])=[O:4]. Product: [CH3:7][C:6]([N+:3]([O-:5])=[O:4])([CH2:8][CH3:9])[CH2:1][OH:2]. The catalyst class is: 66.